From a dataset of Reaction yield outcomes from USPTO patents with 853,638 reactions. Predict the reaction yield, written as a fraction of the theoretical maximum amount of product (1.0 means a 100% yield; for example, 0.34 means a 34% yield). (1) The reactants are [F:1][C:2]1[CH:11]=[CH:10][C:9]([O:12]C)=[CH:8][C:3]=1[CH2:4][N:5]([CH3:7])[CH3:6].[BrH:14].C(O)(=O)C. No catalyst specified. The product is [BrH:14].[CH3:7][N:5]([CH2:4][C:3]1[CH:8]=[C:9]([OH:12])[CH:10]=[CH:11][C:2]=1[F:1])[CH3:6]. The yield is 0.690. (2) The reactants are [C:1]([Si:5]([O:8][CH2:9][C:10]1[CH:15]=[CH:14][C:13]([C:16]#[CH:17])=[CH:12][CH:11]=1)([CH3:7])[CH3:6])([CH3:4])([CH3:3])[CH3:2].[CH2:18]([Li])CCC.IC.S([O-])([O-])(=O)=O.[Mg+2]. The catalyst is C1COCC1. The product is [C:1]([Si:5]([CH3:7])([CH3:6])[O:8][CH2:9][C:10]1[CH:15]=[CH:14][C:13]([C:16]#[C:17][CH3:18])=[CH:12][CH:11]=1)([CH3:4])([CH3:3])[CH3:2]. The yield is 0.970.